From a dataset of Forward reaction prediction with 1.9M reactions from USPTO patents (1976-2016). Predict the product of the given reaction. (1) The product is: [Cl:34][C:35]1[C:36]([N:44]2[CH2:49][CH2:48][CH:47]([N:50]3[CH2:51][CH2:52][N:53]([CH2:56][CH2:57][F:58])[CH2:54][CH2:55]3)[CH2:46][CH2:45]2)=[CH:37][C:38]([O:42][CH3:43])=[C:39]([NH:40][C:2]2[N:7]=[C:6]([C:8]3[N:12]4[CH:13]=[CH:14][CH:15]=[CH:16][C:11]4=[N:10][C:9]=3[C:17]3[CH:18]=[C:19]([CH:31]=[CH:32][CH:33]=3)[C:20]([NH:22][C:23]3[C:28]([F:29])=[CH:27][CH:26]=[CH:25][C:24]=3[F:30])=[O:21])[CH:5]=[CH:4][N:3]=2)[CH:41]=1. Given the reactants Cl[C:2]1[N:7]=[C:6]([C:8]2[N:12]3[CH:13]=[CH:14][CH:15]=[CH:16][C:11]3=[N:10][C:9]=2[C:17]2[CH:18]=[C:19]([CH:31]=[CH:32][CH:33]=2)[C:20]([NH:22][C:23]2[C:28]([F:29])=[CH:27][CH:26]=[CH:25][C:24]=2[F:30])=[O:21])[CH:5]=[CH:4][N:3]=1.[Cl:34][C:35]1[C:36]([N:44]2[CH2:49][CH2:48][CH:47]([N:50]3[CH2:55][CH2:54][N:53]([CH2:56][CH2:57][F:58])[CH2:52][CH2:51]3)[CH2:46][CH2:45]2)=[CH:37][C:38]([O:42][CH3:43])=[C:39]([CH:41]=1)[NH2:40].C1(C)C=CC(S([O-])(=O)=O)=CC=1.[NH+]1C=CC=CC=1.N, predict the reaction product. (2) Given the reactants [C:1]([O:5][C:6](=[O:47])[CH2:7][C@H:8]([N:31](CC1C=CC=CC=1)[C@@H](C1C=CC=CC=1)C)[CH2:9][CH2:10][C:11]1[CH:16]=[CH:15][C:14]([C:17]2[CH:22]=[CH:21][C:20]([O:23][CH2:24][CH2:25][CH2:26][CH2:27][CH2:28][CH2:29][CH3:30])=[CH:19][CH:18]=2)=[CH:13][CH:12]=1)([CH3:4])([CH3:3])[CH3:2].CC(O)=O, predict the reaction product. The product is: [C:1]([O:5][C:6](=[O:47])[CH2:7][C@H:8]([NH2:31])[CH2:9][CH2:10][C:11]1[CH:16]=[CH:15][C:14]([C:17]2[CH:22]=[CH:21][C:20]([O:23][CH2:24][CH2:25][CH2:26][CH2:27][CH2:28][CH2:29][CH3:30])=[CH:19][CH:18]=2)=[CH:13][CH:12]=1)([CH3:3])([CH3:2])[CH3:4]. (3) Given the reactants [OH:1][C:2]([C:10]1[CH:15]=[CH:14][C:13]([C:16]([F:19])([F:18])[F:17])=[CH:12][CH:11]=1)([CH3:9])[CH2:3][C:4](OCC)=[O:5].[H-].C([Al+]CC(C)C)C(C)C.Cl, predict the reaction product. The product is: [F:17][C:16]([F:18])([F:19])[C:13]1[CH:12]=[CH:11][C:10]([C:2]([OH:1])([CH3:9])[CH2:3][CH2:4][OH:5])=[CH:15][CH:14]=1. (4) The product is: [CH3:11][O:10][C:5]1[CH:6]=[CH:7][CH:8]=[CH:9][C:4]=1[CH:3]=[N:14][OH:1]. Given the reactants [OH-:1].[Na+].[CH:3](=O)[C:4]1[C:5]([O:10][CH3:11])=[CH:6][CH:7]=[CH:8][CH:9]=1.Cl.[NH2:14]O, predict the reaction product. (5) Given the reactants [Cl:1][C:2]1[C:7]([F:8])=[CH:6][CH:5]=[C:4]([Cl:9])[C:3]=1[CH:10]([O:15][Si:16]([CH2:21][CH3:22])([CH2:19][CH3:20])[CH2:17][CH3:18])[CH2:11][N+:12]([O-])=O.[Cl-].[NH4+], predict the reaction product. The product is: [ClH:1].[Cl:1][C:2]1[C:7]([F:8])=[CH:6][CH:5]=[C:4]([Cl:9])[C:3]=1[CH:10]([O:15][Si:16]([CH2:17][CH3:18])([CH2:21][CH3:22])[CH2:19][CH3:20])[CH2:11][NH2:12]. (6) Given the reactants [F:1][C:2]1[CH:10]=[CH:9][C:5]([C:6](Cl)=[O:7])=[CH:4][CH:3]=1.[NH2:11][C:12]1[CH:17]=[CH:16][C:15]([C:18](=[O:25])[CH2:19][CH2:20][C:21]([O:23]C)=[O:22])=[CH:14][CH:13]=1, predict the reaction product. The product is: [F:1][C:2]1[CH:10]=[CH:9][C:5]([C:6]([NH:11][C:12]2[CH:13]=[CH:14][C:15]([C:18](=[O:25])[CH2:19][CH2:20][C:21]([OH:23])=[O:22])=[CH:16][CH:17]=2)=[O:7])=[CH:4][CH:3]=1. (7) Given the reactants [NH2:1][C:2]1[N:6]([CH2:7][CH3:8])[NH:5][C:4](=[O:9])[CH:3]=1.C(NN)C.C(CC(OCC)=O)#N.[Br:22][C:23]1[CH:24]=[C:25]([CH:28]=[CH:29][C:30]=1[F:31])[CH:26]=O.[C:32]1(=O)[CH2:36][CH2:35][C:34](=[O:37])[CH2:33]1, predict the reaction product. The product is: [Br:22][C:23]1[CH:24]=[C:25]([CH:26]2[C:3]3[C:4](=[O:9])[NH:5][N:6]([CH2:7][CH3:8])[C:2]=3[NH:1][C:32]3[CH2:36][CH2:35][C:34](=[O:37])[C:33]2=3)[CH:28]=[CH:29][C:30]=1[F:31]. (8) The product is: [C:16]([O:20][C:21]([N:23]1[CH2:28][CH2:27][CH:26]([NH:29][C:2]2[CH:7]=[C:6]([Cl:8])[N:5]=[CH:4][N:3]=2)[CH2:25][CH2:24]1)=[O:22])([CH3:19])([CH3:17])[CH3:18]. Given the reactants Cl[C:2]1[CH:7]=[C:6]([Cl:8])[N:5]=[CH:4][N:3]=1.C(N(CC)CC)C.[C:16]([O:20][C:21]([N:23]1[CH2:28][CH2:27][CH:26]([NH2:29])[CH2:25][CH2:24]1)=[O:22])([CH3:19])([CH3:18])[CH3:17], predict the reaction product. (9) Given the reactants Cl[C:2]1[N:10]=[C:9](Cl)[CH:8]=[CH:7][C:3]=1[C:4]([NH2:6])=[O:5].[F:12][C:13]1([F:27])[CH2:17][CH2:16][N:15]([CH2:18][CH2:19][C:20]2[CH:26]=[CH:25][C:23]([NH2:24])=[CH:22][CH:21]=2)[CH2:14]1.C(O[C:33](=[O:40])[NH:34][C@H:35]1[CH2:39][CH2:38][NH:37][CH2:36]1)(C)(C)C.[C:41](O)(=O)[CH:42]=C, predict the reaction product. The product is: [C:33]([NH:34][C@H:35]1[CH2:39][CH2:38][N:37]([C:9]2[CH:8]=[CH:7][C:3]([C:4]([NH2:6])=[O:5])=[C:2]([NH:24][C:23]3[CH:25]=[CH:26][C:20]([CH2:19][CH2:18][N:15]4[CH2:16][CH2:17][C:13]([F:12])([F:27])[CH2:14]4)=[CH:21][CH:22]=3)[N:10]=2)[CH2:36]1)(=[O:40])[CH:41]=[CH2:42]. (10) Given the reactants [O:1]1[C:3]2([CH2:8][CH2:7][N:6]([C:9]([O:11][C:12]([CH3:15])([CH3:14])[CH3:13])=[O:10])[CH2:5][CH2:4]2)[CH2:2]1.[C-:16]#[N:17].[K+], predict the reaction product. The product is: [C:16]([CH2:2][C:3]1([OH:1])[CH2:8][CH2:7][N:6]([C:9]([O:11][C:12]([CH3:15])([CH3:14])[CH3:13])=[O:10])[CH2:5][CH2:4]1)#[N:17].